From a dataset of Forward reaction prediction with 1.9M reactions from USPTO patents (1976-2016). Predict the product of the given reaction. (1) Given the reactants [NH2:1][C:2]1[CH:3]=[C:4]([C:8]2[CH:16]=[CH:15][C:14]([C:17]([NH2:19])=[O:18])=[C:13]3[C:9]=2[CH:10]=[CH:11][NH:12]3)[CH:5]=[CH:6][CH:7]=1.[O:20]1[C:24](=[O:25])[CH:23]=[CH:22][C:21]1=[O:26].C(N(C(C)C)C(C)C)C, predict the reaction product. The product is: [C:17]([C:14]1[CH:15]=[CH:16][C:8]([C:4]2[CH:3]=[C:2]([NH:1][C:24](=[O:25])/[CH:23]=[CH:22]\[C:21]([OH:26])=[O:20])[CH:7]=[CH:6][CH:5]=2)=[C:9]2[C:13]=1[NH:12][CH:11]=[CH:10]2)(=[O:18])[NH2:19]. (2) Given the reactants C[O:2][C:3](=O)[C@@H:4]([N:16]1[C:22](=[O:23])[CH2:21][CH2:20][N:19]([C:24](=[O:33])[NH:25][C:26]2[CH:31]=[CH:30][CH:29]=[C:28]([Cl:32])[CH:27]=2)[CH2:18][CH2:17]1)[CH2:5][CH2:6][N:7]1[CH2:14][CH2:13][C:10]2([CH2:12][CH2:11]2)[C@H:9]([OH:15])[CH2:8]1.[BH4-].[Li+], predict the reaction product. The product is: [Cl:32][C:28]1[CH:27]=[C:26]([NH:25][C:24]([N:19]2[CH2:20][CH2:21][C:22](=[O:23])[N:16]([C@H:4]([CH2:3][OH:2])[CH2:5][CH2:6][N:7]3[CH2:14][CH2:13][C:10]4([CH2:12][CH2:11]4)[C@H:9]([OH:15])[CH2:8]3)[CH2:17][CH2:18]2)=[O:33])[CH:31]=[CH:30][CH:29]=1. (3) Given the reactants C(S([C:8]1[N:13]=[C:12]([N:14]2[C:22]3[C:17](=[CH:18][CH:19]=[CH:20][CH:21]=3)[C:16]([S:23]([NH2:26])(=[O:25])=[O:24])=[CH:15]2)[CH:11]=[CH:10][N:9]=1)(=O)=O)CCC.C([N:29]([CH:33]([CH3:35])[CH3:34])[CH:30](C)C)C, predict the reaction product. The product is: [CH3:16][S:23]([N:29]([CH3:30])[CH:33]1[CH2:34][CH2:17][CH:22]([NH:14][C:8]2[N:13]=[C:12]([N:14]3[C:22]4[C:17](=[CH:18][CH:19]=[CH:20][CH:21]=4)[C:16]([S:23]([NH2:26])(=[O:24])=[O:25])=[CH:15]3)[CH:11]=[CH:10][N:9]=2)[CH2:21][CH2:35]1)(=[O:25])=[O:24]. (4) Given the reactants C([Mg]Br)C.C1COCC1.I[C:11]1[N:12]=[CH:13][N:14]2[CH:18]=[CH:17][S:16][C:15]=12.[F:19][C:20]([F:31])([F:30])[C:21](O[C:21](=[O:22])[C:20]([F:31])([F:30])[F:19])=[O:22].[Cl-].[NH4+], predict the reaction product. The product is: [F:19][C:20]([F:31])([F:30])[C:21]([C:11]1[N:12]=[CH:13][N:14]2[CH:18]=[CH:17][S:16][C:15]=12)=[O:22]. (5) Given the reactants [CH2:1]([N:8]1[CH:13]([CH2:14][O:15][CH3:16])[CH2:12][O:11][C:10]([CH2:18][CH2:19][OH:20])([CH3:17])[C:9]1=O)[C:2]1[CH:7]=[CH:6][CH:5]=[CH:4][CH:3]=1.C(O)C, predict the reaction product. The product is: [CH2:1]([N:8]1[CH:13]([CH2:14][O:15][CH3:16])[CH2:12][O:11][C:10]([CH2:18][CH2:19][OH:20])([CH3:17])[CH2:9]1)[C:2]1[CH:3]=[CH:4][CH:5]=[CH:6][CH:7]=1. (6) Given the reactants [Li+].CC([N-]C(C)C)C.[C:9](OC(C)(C)C)(=[O:11])[CH3:10].[Cl:17][C:18]1[CH:19]=[C:20]([C:24]([C:26]2[CH:27]=[N:28][CH:29]=[CH:30][C:31]=2[NH:32][CH3:33])=O)[CH:21]=[CH:22][CH:23]=1, predict the reaction product. The product is: [Cl:17][C:18]1[CH:19]=[C:20]([C:24]2[C:26]3[C:31](=[CH:30][CH:29]=[N:28][CH:27]=3)[N:32]([CH3:33])[C:9](=[O:11])[CH:10]=2)[CH:21]=[CH:22][CH:23]=1. (7) Given the reactants [NH2:1][C:2]1[CH:7]=[CH:6][CH:5]=[C:4]([NH2:8])[C:3]=1[NH:9][CH2:10][CH2:11][CH2:12][CH2:13][CH2:14][OH:15].[Cl:16][C:17]1[CH:22]=[C:21]([Cl:23])[CH:20]=[CH:19][C:18]=1[N:24]=[C:25]=[S:26], predict the reaction product. The product is: [NH2:1][C:2]1[C:3]([NH:9][CH2:10][CH2:11][CH2:12][CH2:13][CH2:14][OH:15])=[C:4]([NH:8][C:25]([NH:24][C:18]2[CH:19]=[CH:20][C:21]([Cl:23])=[CH:22][C:17]=2[Cl:16])=[S:26])[CH:5]=[CH:6][CH:7]=1.